Task: Predict which catalyst facilitates the given reaction.. Dataset: Catalyst prediction with 721,799 reactions and 888 catalyst types from USPTO Reactant: [Cl:1][C:2]1[CH:7]=[CH:6][C:5]([C:8]2([CH2:22][CH2:23][C:24]([N:26]3[CH:30]([CH3:31])[CH2:29][CH2:28][CH:27]3[CH3:32])=[O:25])[C:16]3[C:11](=[CH:12][CH:13]=[CH:14][C:15]=3[O:17]C)[C:10]3=[N:19][CH:20]=[CH:21][N:9]23)=[CH:4][CH:3]=1.B(Br)(Br)Br. Product: [Cl:1][C:2]1[CH:7]=[CH:6][C:5]([C:8]2([CH2:22][CH2:23][C:24]([N:26]3[CH:30]([CH3:31])[CH2:29][CH2:28][CH:27]3[CH3:32])=[O:25])[C:16]3[C:15]([OH:17])=[CH:14][CH:13]=[CH:12][C:11]=3[C:10]3=[N:19][CH:20]=[CH:21][N:9]23)=[CH:4][CH:3]=1. The catalyst class is: 2.